Dataset: Catalyst prediction with 721,799 reactions and 888 catalyst types from USPTO. Task: Predict which catalyst facilitates the given reaction. (1) Reactant: [OH:1][CH2:2][C@H:3]1[CH2:8][CH2:7][CH2:6][CH2:5][C@H:4]1[O:9][C:10]1[CH:22]=[CH:21][C:13]2[C:14]([C:17]([F:20])([F:19])[F:18])=[N:15][O:16][C:12]=2[C:11]=1[CH2:23][CH2:24][CH3:25].CCN(CC)CC.[CH3:33][S:34](Cl)(=[O:36])=[O:35]. Product: [CH3:33][S:34]([O:1][CH2:2][C@@H:3]1[CH2:8][CH2:7][CH2:6][CH2:5][C@@H:4]1[O:9][C:10]1[CH:22]=[CH:21][C:13]2[C:14]([C:17]([F:20])([F:19])[F:18])=[N:15][O:16][C:12]=2[C:11]=1[CH2:23][CH2:24][CH3:25])(=[O:36])=[O:35]. The catalyst class is: 2. (2) Reactant: [Cl:1][C:2]1[CH:3]=[CH:4][CH:5]=[C:6]2[C:11]=1[N:10]=[C:9]([O:12][C:13]1[CH:18]=[CH:17][CH:16]=[CH:15][CH:14]=1)[C:8]([CH2:19]Cl)=[CH:7]2.[N-:21]=[N+]=[N-].[Na+]. Product: [Cl:1][C:2]1[CH:3]=[CH:4][CH:5]=[C:6]2[C:11]=1[N:10]=[C:9]([O:12][C:13]1[CH:18]=[CH:17][CH:16]=[CH:15][CH:14]=1)[C:8]([CH2:19][NH2:21])=[CH:7]2. The catalyst class is: 58. (3) Reactant: [F:1][C:2]1[CH:3]=[C:4]([CH2:11][C:12](O)=[O:13])[CH:5]=[CH:6][C:7]=1[N+:8]([O-:10])=[O:9].B.CSC. Product: [F:1][C:2]1[CH:3]=[C:4]([CH2:11][CH2:12][OH:13])[CH:5]=[CH:6][C:7]=1[N+:8]([O-:10])=[O:9]. The catalyst class is: 1.